This data is from Full USPTO retrosynthesis dataset with 1.9M reactions from patents (1976-2016). The task is: Predict the reactants needed to synthesize the given product. (1) Given the product [Cl:1][C:2]1[CH:3]=[C:4]2[C:12](=[C:13]([NH2:15])[CH:14]=1)[NH:11][C:10]1[CH:9]=[N:8][CH:7]=[C:6]([CH3:18])[C:5]2=1, predict the reactants needed to synthesize it. The reactants are: [Cl:1][C:2]1[CH:3]=[C:4]2[C:12](=[C:13]([N+:15]([O-])=O)[CH:14]=1)[NH:11][C:10]1[CH:9]=[N:8][CH:7]=[C:6]([CH3:18])[C:5]2=1. (2) The reactants are: Br[C:2]1[CH:3]=[CH:4][C:5]([Cl:23])=[C:6]([CH:22]=1)[CH2:7][C:8]1[CH:21]=[CH:20][C:11]([O:12][Si:13]([C:16]([CH3:19])([CH3:18])[CH3:17])([CH3:15])[CH3:14])=[CH:10][CH:9]=1.[Li]CCCC.[Si:29]([O:36][C@H:37]1[C@H:44]2[C@H:40]([O:41][C:42]([CH3:46])([CH3:45])[O:43]2)[O:39][C@H:38]1[CH:47]=[O:48])([C:32]([CH3:35])([CH3:34])[CH3:33])([CH3:31])[CH3:30]. Given the product [Si:29]([O:36][C@H:37]1[C@H:44]2[C@H:40]([O:41][C:42]([CH3:46])([CH3:45])[O:43]2)[O:39][CH:38]1[CH:47]([C:2]1[CH:3]=[CH:4][C:5]([Cl:23])=[C:6]([CH2:7][C:8]2[CH:21]=[CH:20][C:11]([O:12][Si:13]([C:16]([CH3:19])([CH3:18])[CH3:17])([CH3:15])[CH3:14])=[CH:10][CH:9]=2)[CH:22]=1)[OH:48])([C:32]([CH3:35])([CH3:34])[CH3:33])([CH3:30])[CH3:31], predict the reactants needed to synthesize it. (3) Given the product [C:17]([O:21][C:22]([N:24]1[CH2:25][CH2:26][N:27]([CH2:30][CH:31]2[CH2:36][CH2:35][CH2:34][CH2:33][N:32]2[CH3:5])[CH2:28][CH2:29]1)=[O:23])([CH3:20])([CH3:18])[CH3:19], predict the reactants needed to synthesize it. The reactants are: C=O.[BH-](OC(C)=O)(OC(C)=O)O[C:5](C)=O.[Na+].[C:17]([O:21][C:22]([N:24]1[CH2:29][CH2:28][N:27]([CH2:30][CH:31]2[CH2:36][CH2:35][CH2:34][CH2:33][NH:32]2)[CH2:26][CH2:25]1)=[O:23])([CH3:20])([CH3:19])[CH3:18]. (4) Given the product [F:31][C:27]1[CH:28]=[CH:29][CH:30]=[C:25]([F:24])[C:26]=1[N:32]1[CH2:37][CH2:36][N:35]([C:2]2[NH:3][C:4](=[O:16])[C:5]3[CH:10]=[CH:9][N:8]([CH2:11][CH:12]([OH:15])[CH2:13][OH:14])[C:6]=3[N:7]=2)[CH2:34][CH2:33]1, predict the reactants needed to synthesize it. The reactants are: Cl[C:2]1[NH:3][C:4](=[O:16])[C:5]2[CH:10]=[CH:9][N:8]([CH2:11][CH:12]([OH:15])[CH2:13][OH:14])[C:6]=2[N:7]=1.FC(F)(F)C(O)=O.[F:24][C:25]1[CH:30]=[CH:29][CH:28]=[C:27]([F:31])[C:26]=1[N:32]1[CH2:37][CH2:36][NH:35][CH2:34][CH2:33]1.C(N(CC)C(C)C)(C)C. (5) Given the product [C:1]([O:5][C:6]([N:8]1[CH2:13][CH2:12][C:11]([CH:18]2[CH2:23][CH2:22][CH2:21][CH2:20][CH2:19]2)([CH2:14][CH2:15][C:16]2[NH:38][CH:34]=[N:35][CH:36]=2)[CH2:10][CH2:9]1)=[O:7])([CH3:4])([CH3:3])[CH3:2], predict the reactants needed to synthesize it. The reactants are: [C:1]([O:5][C:6]([N:8]1[CH2:13][CH2:12][C:11]([CH:18]2[CH2:23][CH2:22][CH2:21][CH2:20][CH2:19]2)([CH2:14][CH2:15][CH:16]=O)[CH2:10][CH2:9]1)=[O:7])([CH3:4])([CH3:3])[CH3:2].S([CH2:34][N+:35]#[C-:36])(C1C=CC(C)=CC=1)(=O)=O.[C-]#[N:38].[Na+]. (6) Given the product [Cl:3][C:4]1[CH:9]=[C:8]([O:24][C:15]2[C:16]([C:18]3[CH:19]=[N:20][N:21]([CH3:23])[CH:22]=3)=[N:17][C:12]([CH3:11])=[CH:13][CH:14]=2)[CH:7]=[CH:6][N:5]=1, predict the reactants needed to synthesize it. The reactants are: [H-].[Na+].[Cl:3][C:4]1[CH:9]=[C:8](Cl)[CH:7]=[CH:6][N:5]=1.[CH3:11][C:12]1[N:17]=[C:16]([C:18]2[CH:19]=[N:20][N:21]([CH3:23])[CH:22]=2)[C:15]([OH:24])=[CH:14][CH:13]=1. (7) Given the product [C:1]([O:5][C:6]([N:8]1[CH2:16][C:15]2[C:10](=[CH:11][CH:12]=[C:13]([N:18]3[CH2:22][CH2:21][CH2:20][CH2:19]3)[CH:14]=2)[CH2:9]1)=[O:7])([CH3:4])([CH3:3])[CH3:2], predict the reactants needed to synthesize it. The reactants are: [C:1]([O:5][C:6]([N:8]1[CH2:16][C:15]2[C:10](=[CH:11][CH:12]=[C:13](Br)[CH:14]=2)[CH2:9]1)=[O:7])([CH3:4])([CH3:3])[CH3:2].[NH:18]1[CH2:22][CH2:21][CH2:20][CH2:19]1. (8) Given the product [NH2:15][C:16]1[C:35]([C:36]([O:1][N:2]2[C:6]3[CH:7]=[CH:8][CH:9]=[CH:10][C:5]=3[N:4]=[N:3]2)=[O:37])=[C:19]2[N:20]=[C:21]3[CH2:27][CH2:26][N:25]([C:28]([O:30][C:31]([CH3:34])([CH3:32])[CH3:33])=[O:29])[CH2:24][C:22]3=[CH:23][N:18]2[N:17]=1, predict the reactants needed to synthesize it. The reactants are: [OH:1][N:2]1[C:6]2[CH:7]=[CH:8][CH:9]=[CH:10][C:5]=2[N:4]=[N:3]1.C(Cl)CCl.[NH2:15][C:16]1[C:35]([C:36](O)=[O:37])=[C:19]2[N:20]=[C:21]3[CH2:27][CH2:26][N:25]([C:28]([O:30][C:31]([CH3:34])([CH3:33])[CH3:32])=[O:29])[CH2:24][C:22]3=[CH:23][N:18]2[N:17]=1.C1COCC1. (9) Given the product [Cl:52][C:53]1[CH:54]=[CH:55][C:56]([CH2:59][CH2:60][O:51][C:48]2[CH:49]=[CH:50][C:45]([C@H:43]3[CH2:42][O:41][C:13]4=[CH:14][C:15]5[CH2:16][C@@H:17]([C:18]([NH:19][C@@H:20]([CH2:21][C:22]6[CH:27]=[CH:26][C:25]([C:28]7[CH:33]=[CH:32][N:31]=[C:30]([CH3:34])[C:29]=7[CH3:35])=[CH:24][CH:23]=6)[C:36]([OH:38])=[O:37])=[O:40])[N:8]([C:6]([C:103]6[N:104]=[C:100]([CH3:99])[O:101][C:102]=6[CH3:108])=[O:7])[CH2:9][C:10]=5[CH:11]=[C:12]4[O:44]3)=[CH:46][CH:47]=2)=[CH:57][CH:58]=1, predict the reactants needed to synthesize it. The reactants are: C(O[C:6]([N:8]1[C@H:17]([C:18](=[O:40])[NH:19][C@H:20]([C:36]([O:38]C)=[O:37])[CH2:21][C:22]2[CH:27]=[CH:26][C:25]([C:28]3[CH:33]=[CH:32][N:31]=[C:30]([CH3:34])[C:29]=3[CH3:35])=[CH:24][CH:23]=2)[CH2:16][C:15]2[CH:14]=[C:13]3[O:41][CH2:42][C@H:43]([C:45]4[CH:50]=[CH:49][C:48]([OH:51])=[CH:47][CH:46]=4)[O:44][C:12]3=[CH:11][C:10]=2[CH2:9]1)=[O:7])(C)(C)C.[Cl:52][C:53]1[CH:58]=[CH:57][C:56]([CH2:59][CH2:60]O)=[CH:55][CH:54]=1.C1(P(C2C=CC=CC=2)C2C=CC=CC=2)C=CC=CC=1.CC(OC(/N=N/C(OC(C)C)=O)=O)C.C(Cl)CCl.[CH3:99][C:100]1[O:101][C:102]([CH3:108])=[C:103](C(O)=O)[N:104]=1.